This data is from Full USPTO retrosynthesis dataset with 1.9M reactions from patents (1976-2016). The task is: Predict the reactants needed to synthesize the given product. (1) Given the product [CH2:55]([NH:54][CH2:53][CH2:52][NH:51][CH2:42][C:43]1[CH:44]=[CH:45][C:46]([O:49][CH3:50])=[CH:47][CH:48]=1)[C:56]1[CH:61]=[CH:60][C:59]([O:62][CH3:63])=[CH:58][CH:57]=1.[C:28]([NH:1][CH:2]1[C:24](=[O:25])[N:4]2[C:5]([C:21]([OH:23])=[O:22])=[C:6]([CH2:9][S:10][C:11]3[N:15]([CH2:16][S:17]([OH:20])(=[O:18])=[O:19])[N:14]=[N:13][N:12]=3)[CH2:7][S:8][C@H:3]12)(=[O:31])[C@@H:34]([C:35]1[CH:47]=[CH:48][CH:43]=[CH:44][CH:45]=1)[OH:37], predict the reactants needed to synthesize it. The reactants are: [NH2:1][CH:2]1[C:24](=[O:25])[N:4]2[C:5]([C:21]([OH:23])=[O:22])=[C:6]([CH2:9][S:10][C:11]3[N:15]([CH2:16][S:17]([OH:20])(=[O:19])=[O:18])[N:14]=[N:13][N:12]=3)[CH2:7][S:8][C@H:3]12.[OH-].[Na+].[C:28](=[O:31])(O)[O-].[Na+].Cl.[C:34]([OH:37])(=O)[CH3:35].C(O)(=O)C.[CH2:42]([NH:51][CH2:52][CH2:53][NH:54][CH2:55][C:56]1[CH:61]=[CH:60][C:59]([O:62][CH3:63])=[CH:58][CH:57]=1)[C:43]1[CH:48]=[CH:47][C:46]([O:49][CH3:50])=[CH:45][CH:44]=1. (2) Given the product [Br:3][C:4]1[CH:5]=[CH:6][C:7]([O:13][CH2:15][O:16][CH3:17])=[C:8]([C:10](=[O:12])[CH3:11])[CH:9]=1, predict the reactants needed to synthesize it. The reactants are: [H-].[Na+].[Br:3][C:4]1[CH:5]=[CH:6][C:7]([OH:13])=[C:8]([C:10](=[O:12])[CH3:11])[CH:9]=1.Cl[CH2:15][O:16][CH3:17]. (3) Given the product [Cl:1][C:2]1[CH:7]=[CH:6][C:5]([S:8][C:9]2[N:13]([CH3:14])[C:12]([C:15]3[CH:20]=[CH:19][CH:18]=[CH:17][CH:16]=3)=[N:11][C:10]=2[C:21]2[CH:22]=[CH:23][C:24]([C:25]3[N:30]=[CH:31][O:34][N:26]=3)=[CH:27][CH:28]=2)=[CH:4][CH:3]=1, predict the reactants needed to synthesize it. The reactants are: [Cl:1][C:2]1[CH:7]=[CH:6][C:5]([S:8][C:9]2[N:13]([CH3:14])[C:12]([C:15]3[CH:20]=[CH:19][CH:18]=[CH:17][CH:16]=3)=[N:11][C:10]=2[C:21]2[CH:28]=[CH:27][C:24]([C:25]#[N:26])=[CH:23][CH:22]=2)=[CH:4][CH:3]=1.O[NH2:30].[C:31]([O-:34])([O-])=O.[K+].[K+]. (4) Given the product [Cl:1][C:2]1[CH:7]=[CH:6][C:5]([C@@:8]2([O:9][CH3:10])[C@H:11]([OH:12])[C@@H:13]([OH:14])[C@H:15]([OH:16])[C:17]([CH2:19][OH:20])([CH2:61][OH:60])[O:18]2)=[CH:4][C:3]=1[CH2:32][C:33]1[CH:34]=[CH:35][C:36]([OH:39])=[CH:37][CH:38]=1, predict the reactants needed to synthesize it. The reactants are: [Cl:1][C:2]1[CH:7]=[CH:6][C:5]([C@@:8]2([O:18][C@H:17]([CH2:19][O:20]S(C3C(Cl)=CC=CC=3Cl)(=O)=O)[C@@H:15]([OH:16])[C@H:13]([OH:14])[C@H:11]2[OH:12])[O:9][CH3:10])=[CH:4][C:3]=1[CH2:32][C:33]1[CH:38]=[CH:37][C:36]([O:39]S(C2C(Cl)=CC=CC=2Cl)(=O)=O)=[CH:35][CH:34]=1.N1C(C)=CC(C)=CC=1C.[O-:60][CH2:61]C.[Na+].C(O)C.OS([O-])=O.[Na+].